This data is from Reaction yield outcomes from USPTO patents with 853,638 reactions. The task is: Predict the reaction yield, written as a fraction of the theoretical maximum amount of product (1.0 means a 100% yield; for example, 0.34 means a 34% yield). (1) The reactants are [O:1]=[C:2]1[NH:6][C:5]2[CH:7]=[CH:8][C:9]([CH:11]=[O:12])=[CH:10][C:4]=2[O:3]1.C(=O)([O-])[O-].[K+].[K+].Br[CH2:20][CH2:21][CH2:22][O:23][Si:24]([C:27]([CH3:30])([CH3:29])[CH3:28])([CH3:26])[CH3:25].CCOCC. The catalyst is CN(C=O)C. The product is [Si:24]([O:23][CH2:22][CH2:21][CH2:20][N:6]1[C:5]2[CH:7]=[CH:8][C:9]([CH:11]=[O:12])=[CH:10][C:4]=2[O:3][C:2]1=[O:1])([C:27]([CH3:28])([CH3:29])[CH3:30])([CH3:26])[CH3:25]. The yield is 0.890. (2) The reactants are [Cl:1][C:2]1[CH:7]=[CH:6][C:5]([C:8](=[NH:20])[NH:9][C:10]2[CH:15]=[CH:14][C:13]([S:16]([CH3:19])(=[O:18])=[O:17])=[CH:12][CH:11]=2)=[CH:4][CH:3]=1.C(=O)(O)[O-].[Na+].Br[CH2:27][C:28]([C:30]1[CH:39]=[CH:38][C:37]2[C:32](=[CH:33][CH:34]=[CH:35][CH:36]=2)[CH:31]=1)=O. The catalyst is C(O)(C)C. The product is [Cl:1][C:2]1[CH:3]=[CH:4][C:5]([C:8]2[N:9]([C:10]3[CH:15]=[CH:14][C:13]([S:16]([CH3:19])(=[O:17])=[O:18])=[CH:12][CH:11]=3)[CH:27]=[C:28]([C:30]3[CH:39]=[CH:38][C:37]4[C:32](=[CH:33][CH:34]=[CH:35][CH:36]=4)[CH:31]=3)[N:20]=2)=[CH:6][CH:7]=1. The yield is 0.540. (3) The yield is 0.430. The catalyst is C(O)(=O)C. The product is [Br:30][C:5]1[CH:6]=[C:7]([C:16]2[CH:17]=[C:18]([CH:21]=[C:22]([F:24])[CH:23]=2)[C:19]#[N:20])[CH:8]=[C:9]2[C:4]=1[NH:3][C:2](=[O:1])[C:10]12[CH2:11][CH2:12][CH2:13][CH2:14][CH2:15]1. The reactants are [O:1]=[C:2]1[C:10]2([CH2:15][CH2:14][CH2:13][CH2:12][CH2:11]2)[C:9]2[C:4](=[CH:5][CH:6]=[C:7]([C:16]3[CH:17]=[C:18]([CH:21]=[C:22]([F:24])[CH:23]=3)[C:19]#[N:20])[CH:8]=2)[NH:3]1.C([O-])(=O)C.[K+].[Br:30]Br. (4) The reactants are O1CCCC1.[OH-].[Na+].[NH2:8][C:9]1[C:14]([C:15]2[O:19][N:18]=[C:17]([CH2:20][C:21]3[CH:26]=[CH:25][C:24]([OH:27])=[CH:23][CH:22]=3)[CH:16]=2)=[CH:13][CH:12]=[CH:11][N:10]=1.[Cl:28][C:29]1[CH:34]=[CH:33][CH:32]=[C:31]([CH2:35]Cl)[N:30]=1. The catalyst is CN(C)C=O. The product is [Cl:28][C:29]1[N:30]=[C:31]([CH2:35][O:27][C:24]2[CH:25]=[CH:26][C:21]([CH2:20][C:17]3[CH:16]=[C:15]([C:14]4[C:9]([NH2:8])=[N:10][CH:11]=[CH:12][CH:13]=4)[O:19][N:18]=3)=[CH:22][CH:23]=2)[CH:32]=[CH:33][CH:34]=1. The yield is 0.900. (5) The yield is 0.520. The product is [OH:29][CH2:28][CH:23]([NH:22][C:13]([C:6]1[C:7](=[O:12])[NH:8][C:9]2[C:4]([C:5]=1[C:16]1[CH:21]=[CH:20][CH:19]=[CH:18][CH:17]=1)=[CH:3][C:2]([Cl:1])=[CH:11][CH:10]=2)=[O:14])[CH2:24][CH:25]([CH3:27])[CH3:26]. The reactants are [Cl:1][C:2]1[CH:3]=[C:4]2[C:9](=[CH:10][CH:11]=1)[NH:8][C:7](=[O:12])[C:6]([C:13](Cl)=[O:14])=[C:5]2[C:16]1[CH:21]=[CH:20][CH:19]=[CH:18][CH:17]=1.[NH2:22][C@H:23]([CH2:28][OH:29])[CH2:24][CH:25]([CH3:27])[CH3:26].C(Cl)(Cl)Cl. The catalyst is C(Cl)Cl. (6) The reactants are [Cl:1][C:2]1[CH:19]=[C:18]([Cl:20])[CH:17]=[CH:16][C:3]=1[CH2:4][N:5]1[C:9]([CH2:10][OH:11])=[CH:8][C:7]([O:12][CH:13]([CH3:15])[CH3:14])=[N:6]1.O[C:22]1[C:27]([O:28][CH3:29])=[CH:26][CH:25]=[CH:24][C:23]=1[CH2:30][C:31]([O:33]C)=[O:32].C(P(CCCC)CCCC)CCC.N(C(N1CCCCC1)=O)=NC(N1CCCCC1)=O. The catalyst is O1CCCC1. The product is [Cl:1][C:2]1[CH:19]=[C:18]([Cl:20])[CH:17]=[CH:16][C:3]=1[CH2:4][N:5]1[C:9]([CH2:10][O:11][C:22]2[C:27]([O:28][CH3:29])=[CH:26][CH:25]=[CH:24][C:23]=2[CH2:30][C:31]([OH:33])=[O:32])=[CH:8][C:7]([O:12][CH:13]([CH3:15])[CH3:14])=[N:6]1. The yield is 0.640. (7) The reactants are [I-:1].[Na+].[CH:3]([C:5]1[CH:12]=[CH:11][C:8]([CH2:9]Cl)=[CH:7][CH:6]=1)=[CH2:4]. The catalyst is CC(C)=O. The product is [CH:3]([C:5]1[CH:12]=[CH:11][C:8]([CH2:9][I:1])=[CH:7][CH:6]=1)=[CH2:4]. The yield is 0.840.